This data is from Reaction yield outcomes from USPTO patents with 853,638 reactions. The task is: Predict the reaction yield, written as a fraction of the theoretical maximum amount of product (1.0 means a 100% yield; for example, 0.34 means a 34% yield). (1) The reactants are [NH2:1][C@@H:2]([CH2:33][C:34]1[CH:39]=[CH:38][CH:37]=[CH:36][CH:35]=1)[C@@H:3]([OH:32])[CH2:4][C@@H:5]([NH:19][C:20]([C@@H:22]([NH:27][C:28](=[O:31])[O:29][CH3:30])[C:23]([CH3:26])([CH3:25])[CH3:24])=[O:21])[CH2:6][C:7]1[CH:12]=[CH:11][C:10]([C:13]2[CH:18]=[CH:17][CH:16]=[CH:15][N:14]=2)=[CH:9][CH:8]=1.[CH3:40][C@@H:41]([CH2:60][CH3:61])[C@H:42]([N:46]1[CH2:50][CH2:49][N:48]([CH2:51][C:52]2[C:53]([CH3:58])=[N:54][CH:55]=[CH:56][CH:57]=2)[C:47]1=[O:59])[C:43](O)=[O:44].CCOP(ON1N=NC2C=CC=CC=2C1=O)(OCC)=O.C(N(CC)C(C)C)(C)C. The catalyst is C1COCC1. The product is [OH:32][C@H:3]([C@@H:2]([NH:1][C:43](=[O:44])[C@@H:42]([N:46]1[CH2:50][CH2:49][N:48]([CH2:51][C:52]2[C:53]([CH3:58])=[N:54][CH:55]=[CH:56][CH:57]=2)[C:47]1=[O:59])[CH:41]([CH3:40])[CH2:60][CH3:61])[CH2:33][C:34]1[CH:35]=[CH:36][CH:37]=[CH:38][CH:39]=1)[CH2:4][C@@H:5]([NH:19][C:20]([C@@H:22]([NH:27][C:28](=[O:31])[O:29][CH3:30])[C:23]([CH3:26])([CH3:25])[CH3:24])=[O:21])[CH2:6][C:7]1[CH:12]=[CH:11][C:10]([C:13]2[CH:18]=[CH:17][CH:16]=[CH:15][N:14]=2)=[CH:9][CH:8]=1. The yield is 0.690. (2) The reactants are C1(C(C2C=CC=CC=2)(C2C=CC=CC=2)[N:8]2[CH:12]=[C:11]([C:13]3[CH:18]=[C:17]([C:19]([O:21][CH3:22])=[O:20])[CH:16]=[CH:15][N:14]=3)[N:10]=[CH:9]2)C=CC=CC=1.N1C=C(C2C=C(C#N)C=CN=2)N=C1. No catalyst specified. The product is [NH:8]1[CH:12]=[C:11]([C:13]2[CH:18]=[C:17]([C:19]([O:21][CH3:22])=[O:20])[CH:16]=[CH:15][N:14]=2)[N:10]=[CH:9]1. The yield is 0.440. (3) The reactants are [NH2:1][C:2]1[N:7]=[CH:6][N:5]=[C:4]2[N:8]([C@@H:12]3[CH2:17][CH2:16][CH2:15][N:14]([C:18]([O:20][C:21]([CH3:24])([CH3:23])[CH3:22])=[O:19])[CH2:13]3)[N:9]=[C:10](I)[C:3]=12.[F:25][C:26]1[CH:27]=[C:28]([CH:45]=[CH:46][CH:47]=1)[O:29][C:30]1[CH:35]=[CH:34][C:33](B2OC(C)(C)C(C)(C)O2)=[CH:32][CH:31]=1.C(=O)([O-])[O-].[Na+].[Na+].COCCOC. The catalyst is C1C=CC([P]([Pd]([P](C2C=CC=CC=2)(C2C=CC=CC=2)C2C=CC=CC=2)([P](C2C=CC=CC=2)(C2C=CC=CC=2)C2C=CC=CC=2)[P](C2C=CC=CC=2)(C2C=CC=CC=2)C2C=CC=CC=2)(C2C=CC=CC=2)C2C=CC=CC=2)=CC=1.O. The product is [NH2:1][C:2]1[N:7]=[CH:6][N:5]=[C:4]2[N:8]([C@@H:12]3[CH2:17][CH2:16][CH2:15][N:14]([C:18]([O:20][C:21]([CH3:24])([CH3:23])[CH3:22])=[O:19])[CH2:13]3)[N:9]=[C:10]([C:33]3[CH:32]=[CH:31][C:30]([O:29][C:28]4[CH:45]=[CH:46][CH:47]=[C:26]([F:25])[CH:27]=4)=[CH:35][CH:34]=3)[C:3]=12. The yield is 0.760.